This data is from Forward reaction prediction with 1.9M reactions from USPTO patents (1976-2016). The task is: Predict the product of the given reaction. (1) Given the reactants [CH3:1][O:2][C:3]1[CH:4]=[C:5]2[C:10](=[CH:11][C:12]=1[O:13][CH3:14])[N:9]=[CH:8][CH:7]=[C:6]2[O:15][C:16]1[CH:21]=[CH:20][C:19]([C:22]2[C:23](=[O:37])[N:24]([CH2:28][C:29]3[CH:34]=[CH:33][C:32](F)=[C:31](C)[CH:30]=3)[CH:25]=[N:26][CH:27]=2)=[CH:18][C:17]=1[F:38].C(N1C(=O)C([C:40]2[CH:45]=[CH:44][C:43](O)=[C:42](F)[CH:41]=2)=CN=C1)[C:40]1[CH:45]=[CH:44][CH:43]=[CH:42][CH:41]=1, predict the reaction product. The product is: [CH2:28]([N:24]1[C:23](=[O:37])[C:22]([C:19]2[CH:20]=[CH:21][C:16]([O:15][C:6]3[C:5]4[C:10](=[CH:11][C:12]([O:13][CH2:14][C:40]5[CH:45]=[CH:44][CH:43]=[CH:42][CH:41]=5)=[C:3]([O:2][CH3:1])[CH:4]=4)[N:9]=[CH:8][CH:7]=3)=[C:17]([F:38])[CH:18]=2)=[CH:27][N:26]=[CH:25]1)[C:29]1[CH:30]=[CH:31][CH:32]=[CH:33][CH:34]=1. (2) Given the reactants [CH3:1][O:2][C:3](=[O:18])[C:4]1[CH:9]=[C:8]([N+:10]([O-])=O)[C:7]([NH2:13])=[C:6]([Cl:14])[C:5]=1[N:15]=[N+]=[N-].CCO.CO.[NH4+].[Cl-].C1COCC1, predict the reaction product. The product is: [CH3:1][O:2][C:3](=[O:18])[C:4]1[CH:9]=[C:8]([NH2:10])[C:7]([NH2:13])=[C:6]([Cl:14])[C:5]=1[NH2:15]. (3) Given the reactants Br[C:2]1[CH:3]=[C:4]([NH:10][C:11]2[CH:16]=[N:15][CH:14]=[CH:13][N:12]=2)[C:5](=[O:9])[N:6]([CH3:8])[CH:7]=1.[C:17]([O:20][CH2:21][C:22]1[C:23]([N:37]2[N:46]=[CH:45][C:44]3[C:39](=[C:40]([F:51])[CH:41]=[C:42]([C:47]([CH3:50])([CH3:49])[CH3:48])[CH:43]=3)[C:38]2=[O:52])=[N:24][CH:25]=[CH:26][C:27]=1B1OC(C)(C)C(C)(C)O1)(=[O:19])[CH3:18].[O-]P([O-])([O-])=O.[K+].[K+].[K+].O.O.O.C([O-])(=O)C.[Na+], predict the reaction product. The product is: [C:17]([O:20][CH2:21][C:22]1[C:23]([N:37]2[N:46]=[CH:45][C:44]3[C:39](=[C:40]([F:51])[CH:41]=[C:42]([C:47]([CH3:49])([CH3:48])[CH3:50])[CH:43]=3)[C:38]2=[O:52])=[N:24][CH:25]=[CH:26][C:27]=1[C:2]1[CH:3]=[C:4]([NH:10][C:11]2[CH:16]=[N:15][CH:14]=[CH:13][N:12]=2)[C:5](=[O:9])[N:6]([CH3:8])[CH:7]=1)(=[O:19])[CH3:18]. (4) Given the reactants I[C:2]1[CH:12]=[CH:11][C:5]([C:6]([O:8]CC)=[O:7])=[CH:4][CH:3]=1.[CH3:13][CH:14]1[NH:18][C:17](=[O:19])[CH2:16][CH2:15]1, predict the reaction product. The product is: [CH3:13][CH:14]1[CH2:15][CH2:16][C:17](=[O:19])[N:18]1[C:2]1[CH:3]=[CH:4][C:5]([C:6]([OH:8])=[O:7])=[CH:11][CH:12]=1. (5) The product is: [OH:14][C:15]1[CH:16]=[C:17]([NH:21][C:22]2[N:27]=[CH:26][C:25]([NH:28][C:29]3[CH:34]=[CH:33][CH:32]=[C:31]([OH:35])[CH:30]=3)=[CH:24][N:23]=2)[CH:18]=[CH:19][CH:20]=1. Given the reactants C1CC=CCC=1.C([O:14][C:15]1[CH:16]=[C:17]([NH:21][C:22]2[N:27]=[CH:26][C:25]([NH:28][C:29]3[CH:34]=[CH:33][CH:32]=[C:31]([O:35]CC4C=CC=CC=4)[CH:30]=3)=[CH:24][N:23]=2)[CH:18]=[CH:19][CH:20]=1)C1C=CC=CC=1, predict the reaction product. (6) Given the reactants [NH2:1][C@H:2]1[CH2:6][CH2:5][N:4]([C@H:7]2[CH2:12][CH2:11][C@@H:10]([NH:13][C:14](=[O:20])[O:15][C:16]([CH3:19])([CH3:18])[CH3:17])[CH2:9][C@H:8]2[CH2:21][S:22]([CH2:25][CH3:26])(=[O:24])=[O:23])[C:3]1=[O:27].[F:28][C:29]([F:40])([F:39])[C:30]1[CH:31]=[C:32]([CH:36]=[CH:37][CH:38]=1)[C:33](O)=[O:34].C(N(C(C)C)CC)C.CN(C(ON1N=NC2C=CC=NC1=2)=[N+](C)C)C.F[P-](F)(F)(F)(F)F, predict the reaction product. The product is: [CH2:25]([S:22]([CH2:21][C@H:8]1[C@@H:7]([N:4]2[CH2:5][CH2:6][C@H:2]([NH:1][C:33](=[O:34])[C:32]3[CH:36]=[CH:37][CH:38]=[C:30]([C:29]([F:28])([F:39])[F:40])[CH:31]=3)[C:3]2=[O:27])[CH2:12][CH2:11][C@@H:10]([NH:13][C:14](=[O:20])[O:15][C:16]([CH3:19])([CH3:18])[CH3:17])[CH2:9]1)(=[O:24])=[O:23])[CH3:26]. (7) Given the reactants S(=O)(=O)(O)O.[N+:6]([O-:9])(O)=[O:7].[Br:10][C:11]1[CH:12]=[C:13]([CH:16]=[CH:17][C:18]=1[F:19])[CH:14]=[O:15], predict the reaction product. The product is: [Br:10][C:11]1[C:18]([F:19])=[CH:17][C:16]([N+:6]([O-:9])=[O:7])=[C:13]([CH:12]=1)[CH:14]=[O:15]. (8) Given the reactants [F:1][C:2]1[CH:10]=[C:9]2[C:5]([C:6]([CH3:13])([CH3:12])[C:7](=[O:11])[NH:8]2)=[CH:4][CH:3]=1.C1C(=O)N([Br:21])C(=O)C1, predict the reaction product. The product is: [Br:21][C:3]1[CH:4]=[C:5]2[C:9](=[CH:10][C:2]=1[F:1])[NH:8][C:7](=[O:11])[C:6]2([CH3:13])[CH3:12].